Dataset: Reaction yield outcomes from USPTO patents with 853,638 reactions. Task: Predict the reaction yield, written as a fraction of the theoretical maximum amount of product (1.0 means a 100% yield; for example, 0.34 means a 34% yield). (1) The reactants are C(O)(=O)C(C1C=CC=CC=1)O.[CH3:12][C:13]1[CH:14]=[CH:15][CH:16]=[CH:17][C:18]=1[O:19][C@@H:20]([C:25]1[CH:26]=[CH:27][CH:28]=[CH:29][CH:30]=1)[CH2:21][CH2:22][NH:23][CH3:24].[Cl:31]CCl.[OH-].[Na+]. The catalyst is O. The product is [CH3:12][C:13]1[CH:14]=[CH:15][CH:16]=[CH:17][C:18]=1[O:19][C@@H:20]([C:25]1[CH:30]=[CH:29][CH:28]=[CH:27][CH:26]=1)[CH2:21][CH2:22][NH:23][CH3:24].[ClH:31]. The yield is 0.735. (2) The reactants are [Br:1][C:2]1[CH:3]=[CH:4][C:5]([NH:12][CH2:13][C@@H:14]2[CH2:18][CH2:17][CH2:16][N:15]2[CH3:19])=[C:6]([C:8](=O)[CH2:9]Cl)[CH:7]=1.[OH-].[Na+].[BH4-].[Na+]. The catalyst is C(O)C. The product is [Br:1][C:2]1[CH:7]=[C:6]2[C:5](=[CH:4][CH:3]=1)[N:12]([CH2:13][C@@H:14]1[CH2:18][CH2:17][CH2:16][N:15]1[CH3:19])[CH:9]=[CH:8]2. The yield is 0.357. (3) The reactants are [CH3:1][CH:2]1[N:15]2[C:6]([CH2:7][O:8][C:9]3[C:14]2=[CH:13][C:12](B2OC(C)(C)C(C)(C)O2)=[C:11]([C:25]([F:28])([F:27])[F:26])[CH:10]=3)=[N:5][N:4]([CH2:29][O:30][CH2:31][CH2:32][Si:33]([CH3:36])([CH3:35])[CH3:34])[C:3]1=[O:37].CC(O)=[O:40].OO. The catalyst is O1CCOCC1. The product is [OH:40][C:12]1[CH:13]=[C:14]2[C:9](=[CH:10][C:11]=1[C:25]([F:28])([F:26])[F:27])[O:8][CH2:7][C:6]1[N:15]2[CH:2]([CH3:1])[C:3](=[O:37])[N:4]([CH2:29][O:30][CH2:31][CH2:32][Si:33]([CH3:34])([CH3:35])[CH3:36])[N:5]=1. The yield is 0.500. (4) The reactants are [CH3:1]N1C2C(=CC=C(N)C=2)CC1.[N+:12]([C:15]1[CH:23]=[C:22]2[C:18]([CH2:19][CH2:20][NH:21]2)=[CH:17][CH:16]=1)([O-:14])=[O:13].CI.C([O-])([O-])=O.[K+].[K+]. The catalyst is CC(C)=O. The product is [CH3:1][N:21]1[C:22]2[C:18](=[CH:17][CH:16]=[C:15]([N+:12]([O-:14])=[O:13])[CH:23]=2)[CH2:19][CH2:20]1. The yield is 0.840. (5) The reactants are Br[C:2]1[CH:3]=[N:4][CH:5]=[CH:6][CH:7]=1.[CH:8]1([Mg]Cl)[CH2:12][CH2:11][CH2:10][CH2:9]1. The catalyst is O1CCCC1.C1C=CC(P(C2C=CC=CC=2)CCP(C2C=CC=CC=2)C2C=CC=CC=2)=CC=1.Cl[Ni]Cl. The product is [CH:8]1([C:2]2[CH:3]=[N:4][CH:5]=[CH:6][CH:7]=2)[CH2:12][CH2:11][CH2:10][CH2:9]1. The yield is 0.300. (6) The reactants are [O-]P([O-])([O-])=O.[K+].[K+].[K+].CNCCNC.I[C:16]1[CH:17]=[C:18]([CH:21]=[CH:22][CH:23]=1)[CH2:19][OH:20].[NH:24]1[CH2:28][CH2:27][CH2:26][C:25]1=[O:29]. The catalyst is [Cu]I.C1(C)C=CC=CC=1. The product is [OH:20][CH2:19][C:18]1[CH:17]=[C:16]([N:24]2[CH2:28][CH2:27][CH2:26][C:25]2=[O:29])[CH:23]=[CH:22][CH:21]=1. The yield is 0.930.